Task: Predict the reactants needed to synthesize the given product.. Dataset: Full USPTO retrosynthesis dataset with 1.9M reactions from patents (1976-2016) (1) Given the product [CH2:1]([CH:4]1[CH2:9][CH2:8][CH:7]=[CH:6][CH2:5]1)[CH2:2][CH3:3], predict the reactants needed to synthesize it. The reactants are: [CH2:1]([CH:4]1[CH2:9][CH2:8][CH:7](O)[CH2:6][CH2:5]1)[CH2:2][CH3:3].OS([O-])(=O)=O.[K+].C(OC(=O)C)C.OS([O-])(=O)=O.[K+]. (2) Given the product [Br:1][C:2]1[CH:3]=[C:4]([Cl:11])[C:5]([C:8]([NH:13][C:14]2[CH:19]=[CH:18][C:17]([OH:20])=[CH:16][C:15]=2[OH:21])=[O:10])=[N:6][CH:7]=1, predict the reactants needed to synthesize it. The reactants are: [Br:1][C:2]1[CH:3]=[C:4]([Cl:11])[C:5]([C:8]([OH:10])=O)=[N:6][CH:7]=1.Cl.[NH2:13][C:14]1[CH:19]=[CH:18][C:17]([OH:20])=[CH:16][C:15]=1[OH:21]. (3) Given the product [F:55][C:9]1([F:8])[CH2:10][CH2:11][CH:12]([C:15]2[C:24]3[CH:23]([OH:25])[CH2:22][C:21]([CH3:27])([CH3:26])[CH2:20][C:19]=3[N:18]=[C:17]([CH:28]3[CH2:29][CH2:30][N:31]([C:34]4[N:39]=[CH:38][C:37]([CH2:40][N:41]([CH3:42])[S:4]([CH:1]([CH3:3])[CH3:2])(=[O:6])=[O:5])=[CH:36][N:35]=4)[CH2:32][CH2:33]3)[C:16]=2[CH:43]([F:54])[C:44]2[CH:45]=[CH:46][C:47]([C:50]([F:51])([F:53])[F:52])=[CH:48][CH:49]=2)[CH2:13][CH2:14]1, predict the reactants needed to synthesize it. The reactants are: [CH:1]([S:4](Cl)(=[O:6])=[O:5])([CH3:3])[CH3:2].[F:8][C:9]1([F:55])[CH2:14][CH2:13][CH:12]([C:15]2[C:24]3[CH:23]([OH:25])[CH2:22][C:21]([CH3:27])([CH3:26])[CH2:20][C:19]=3[N:18]=[C:17]([CH:28]3[CH2:33][CH2:32][N:31]([C:34]4[N:39]=[CH:38][C:37]([CH2:40][NH:41][CH3:42])=[CH:36][N:35]=4)[CH2:30][CH2:29]3)[C:16]=2[CH:43]([F:54])[C:44]2[CH:49]=[CH:48][C:47]([C:50]([F:53])([F:52])[F:51])=[CH:46][CH:45]=2)[CH2:11][CH2:10]1. (4) Given the product [NH:21]1[CH:22]=[C:18]([C:14]2[S:15][CH:16]=[CH:17][C:13]=2[NH:12][C:10](=[O:11])[CH2:9][C:6]2[CH:7]=[CH:8][C:3]([O:2][CH3:1])=[CH:4][CH:5]=2)[N:19]=[CH:20]1, predict the reactants needed to synthesize it. The reactants are: [CH3:1][O:2][C:3]1[CH:8]=[CH:7][C:6]([CH2:9][C:10]([NH:12][C:13]2[CH:17]=[CH:16][S:15][C:14]=2[C:18]2[N:19]=[CH:20][N:21](C(C3C=CC=CC=3)(C3C=CC=CC=3)C3C=CC=CC=3)[CH:22]=2)=[O:11])=[CH:5][CH:4]=1. (5) Given the product [CH:13]([N:1]1[CH2:2][CH2:3][CH:4]([C:5]([O:7][CH2:8][CH3:9])=[O:6])[CH2:10][CH2:11]1)([CH3:15])[CH3:12], predict the reactants needed to synthesize it. The reactants are: [NH:1]1[CH2:11][CH2:10][CH:4]([C:5]([O:7][CH2:8][CH3:9])=[O:6])[CH2:3][CH2:2]1.[CH3:12][C:13]([CH3:15])=O. (6) Given the product [CH3:40][O:39][C:29]1[CH:30]=[C:31]([N:34]2[CH:38]=[CH:37][CH:36]=[N:35]2)[CH:32]=[CH:33][C:28]=1[C:25]1[N:24]=[N:23][C:22]([O:7][CH:8]2[CH2:9][CH2:10][N:11]([C:14]([O:16][C:17]([CH3:20])([CH3:19])[CH3:18])=[O:15])[CH2:12][CH2:13]2)=[CH:27][CH:26]=1, predict the reactants needed to synthesize it. The reactants are: CC(C)([O-])C.[K+].[OH:7][CH:8]1[CH2:13][CH2:12][N:11]([C:14]([O:16][C:17]([CH3:20])([CH3:19])[CH3:18])=[O:15])[CH2:10][CH2:9]1.Cl[C:22]1[N:23]=[N:24][C:25]([C:28]2[CH:33]=[CH:32][C:31]([N:34]3[CH:38]=[CH:37][CH:36]=[N:35]3)=[CH:30][C:29]=2[O:39][CH3:40])=[CH:26][CH:27]=1. (7) Given the product [Br:2][C:3]1[CH:8]=[C:7]([F:9])[CH:6]=[C:5]2[C:4]=1[NH:10][C:13]1[CH:14]([CH2:19][C:20]([O:22][CH2:23][CH3:24])=[O:21])[CH2:15][CH2:16][CH2:17][C:18]2=1, predict the reactants needed to synthesize it. The reactants are: Cl.[Br:2][C:3]1[CH:8]=[C:7]([F:9])[CH:6]=[CH:5][C:4]=1[NH:10]N.O=[C:13]1[CH2:18][CH2:17][CH2:16][CH2:15][CH:14]1[CH2:19][C:20]([O:22][CH2:23][CH3:24])=[O:21].C(O)C.